From a dataset of NCI-60 drug combinations with 297,098 pairs across 59 cell lines. Regression. Given two drug SMILES strings and cell line genomic features, predict the synergy score measuring deviation from expected non-interaction effect. (1) Drug 1: CN1C(=O)N2C=NC(=C2N=N1)C(=O)N. Drug 2: C1=CC=C(C=C1)NC(=O)CCCCCCC(=O)NO. Cell line: A498. Synergy scores: CSS=6.41, Synergy_ZIP=-0.905, Synergy_Bliss=-0.414, Synergy_Loewe=-29.2, Synergy_HSA=-2.69. (2) Drug 1: CS(=O)(=O)CCNCC1=CC=C(O1)C2=CC3=C(C=C2)N=CN=C3NC4=CC(=C(C=C4)OCC5=CC(=CC=C5)F)Cl. Drug 2: C#CCC(CC1=CN=C2C(=N1)C(=NC(=N2)N)N)C3=CC=C(C=C3)C(=O)NC(CCC(=O)O)C(=O)O. Cell line: SF-539. Synergy scores: CSS=43.1, Synergy_ZIP=-1.20, Synergy_Bliss=-2.20, Synergy_Loewe=-3.12, Synergy_HSA=-1.76. (3) Drug 1: CC1CC2CCC3C(=C)CC(O3)CCC45CC6C(O4)C7C(O6)C(O5)C8C(O7)CCC(O8)CC(=O)CC9C(CC(C1=C)O2)OC(C9OC)CC(CN)O.CS(=O)(=O)O. Drug 2: CC1C(C(CC(O1)OC2CC(CC3=C2C(=C4C(=C3O)C(=O)C5=CC=CC=C5C4=O)O)(C(=O)C)O)N)O. Cell line: NCI-H226. Synergy scores: CSS=40.0, Synergy_ZIP=-2.51, Synergy_Bliss=-1.99, Synergy_Loewe=-3.84, Synergy_HSA=-0.965. (4) Drug 1: C1CCC(C1)C(CC#N)N2C=C(C=N2)C3=C4C=CNC4=NC=N3. Drug 2: C1=NC2=C(N1)C(=S)N=C(N2)N. Cell line: OVCAR-5. Synergy scores: CSS=38.7, Synergy_ZIP=3.06, Synergy_Bliss=1.19, Synergy_Loewe=-19.9, Synergy_HSA=-1.48.